From a dataset of Catalyst prediction with 721,799 reactions and 888 catalyst types from USPTO. Predict which catalyst facilitates the given reaction. Reactant: [Cl:1][C:2]1[CH:3]=[C:4]([CH:7]=[C:8]([CH3:11])[C:9]=1[OH:10])[C:5]#[N:6].C([O-])([O-])=O.[Cs+].[Cs+].Br[CH2:19][CH2:20][CH2:21][C:22]([O:24][C:25]([CH3:28])([CH3:27])[CH3:26])=[O:23].O. Product: [Cl:1][C:2]1[CH:3]=[C:4]([C:5]#[N:6])[CH:7]=[C:8]([CH3:11])[C:9]=1[O:10][CH2:19][CH2:20][CH2:21][C:22]([O:24][C:25]([CH3:28])([CH3:27])[CH3:26])=[O:23]. The catalyst class is: 3.